The task is: Predict the reaction yield, written as a fraction of the theoretical maximum amount of product (1.0 means a 100% yield; for example, 0.34 means a 34% yield).. This data is from Reaction yield outcomes from USPTO patents with 853,638 reactions. (1) The reactants are ClC(N(C)C)=C(C)C.[N:9]1([C:13]([C:15]2[N:16]=[CH:17][C:18]([O:21][C:22]3[CH:23]=[C:24]([CH:28]=[C:29]([O:31][C@H:32]4[CH2:36][CH2:35][N:34]([CH3:37])[C:33]4=[O:38])[CH:30]=3)[C:25]([OH:27])=O)=[N:19][CH:20]=2)=[O:14])[CH2:12][CH2:11][CH2:10]1.[CH3:39][C:40]1[N:41]=[C:42]([NH2:45])[S:43][CH:44]=1.N1C=CC=CC=1. The catalyst is C(Cl)Cl. The product is [N:9]1([C:13]([C:15]2[N:16]=[CH:17][C:18]([O:21][C:22]3[CH:23]=[C:24]([CH:28]=[C:29]([O:31][C@H:32]4[CH2:36][CH2:35][N:34]([CH3:37])[C:33]4=[O:38])[CH:30]=3)[C:25]([NH:45][C:42]3[S:43][CH:44]=[C:40]([CH3:39])[N:41]=3)=[O:27])=[N:19][CH:20]=2)=[O:14])[CH2:10][CH2:11][CH2:12]1. The yield is 0.580. (2) The reactants are [Cl:1][C:2]1[CH:18]=[CH:17][C:5]([C:6]([NH:8][C:9]2[C:14]([F:15])=[CH:13][NH:12][C:11](=[O:16])[N:10]=2)=[O:7])=[CH:4][CH:3]=1.CCN(CC)CC.[Cl:26][C:27]1[CH:32]=[CH:31][C:30]([S:33](Cl)(=[O:35])=[O:34])=[CH:29][CH:28]=1. The catalyst is C(Cl)Cl. The product is [Cl:1][C:2]1[CH:18]=[CH:17][C:5]([C:6]([NH:8][C:9]2[C:14]([F:15])=[CH:13][N:12]([S:33]([C:30]3[CH:31]=[CH:32][C:27]([Cl:26])=[CH:28][CH:29]=3)(=[O:35])=[O:34])[C:11](=[O:16])[N:10]=2)=[O:7])=[CH:4][CH:3]=1. The yield is 0.260.